This data is from Reaction yield outcomes from USPTO patents with 853,638 reactions. The task is: Predict the reaction yield, written as a fraction of the theoretical maximum amount of product (1.0 means a 100% yield; for example, 0.34 means a 34% yield). (1) The reactants are [Br:1][C:2](Br)=[N:3][OH:4].[CH3:6][C:7](=[O:10])[C:8]#[CH:9].C(=O)([O-])[O-].[K+].[K+].Cl. The catalyst is C(Cl)Cl. The product is [Br:1][C:2]1[CH:9]=[C:8]([C:7](=[O:10])[CH3:6])[O:4][N:3]=1. The yield is 0.560. (2) The reactants are [CH3:1][C:2]1[C:6]2[C:7](=[O:19])[N:8]([CH2:11][CH2:12][N:13]3[CH2:18][CH2:17][O:16][CH2:15][CH2:14]3)[CH2:9][CH2:10][C:5]=2[NH:4][C:3]=1[CH:20]=O.[NH:22]1[CH2:27][CH2:26][CH:25]([C:28]2[CH:36]=[CH:35][CH:34]=[C:33]3[C:29]=2[CH2:30][C:31](=[O:37])[NH:32]3)[CH2:24][CH2:23]1. No catalyst specified. The product is [CH3:1][C:2]1[C:6]2[C:7](=[O:19])[N:8]([CH2:11][CH2:12][N:13]3[CH2:14][CH2:15][O:16][CH2:17][CH2:18]3)[CH2:9][CH2:10][C:5]=2[NH:4][C:3]=1[CH:20]=[C:30]1[C:29]2[C:33](=[CH:34][CH:35]=[CH:36][C:28]=2[CH:25]2[CH2:24][CH2:23][NH:22][CH2:27][CH2:26]2)[NH:32][C:31]1=[O:37]. The yield is 0.429. (3) The reactants are [CH2:1]([O:3][C:4](=[O:16])[C:5]([CH2:11][C:12]([F:15])([F:14])[F:13])=[CH:6][C:7]([F:10])([F:9])[F:8])[CH3:2]. The catalyst is C1COCC1.[Pd]. The product is [CH2:1]([O:3][C:4](=[O:16])[CH:5]([CH2:11][C:12]([F:13])([F:14])[F:15])[CH2:6][C:7]([F:8])([F:10])[F:9])[CH3:2]. The yield is 0.990. (4) The reactants are [C:1]([O:5][C:6](=[O:25])[NH:7][CH:8]1[CH2:13][CH2:12][N:11]([C:14]2[N:15]([CH3:24])[C:16](=[O:23])[C:17](Cl)=[C:18]([C:20]#[N:21])[N:19]=2)[CH2:10][CH2:9]1)([CH3:4])([CH3:3])[CH3:2].[F:26][C:27]1[CH:28]=[C:29](B(O)O)[CH:30]=[CH:31][C:32]=1[O:33][CH3:34].C([O-])([O-])=O.[Na+].[Na+]. The catalyst is O1CCOCC1.O.C1C=CC(P(C2C=CC=CC=2)[C-]2C=CC=C2)=CC=1.C1C=CC(P(C2C=CC=CC=2)[C-]2C=CC=C2)=CC=1.Cl[Pd]Cl.[Fe+2]. The product is [C:1]([O:5][C:6](=[O:25])[NH:7][CH:8]1[CH2:13][CH2:12][N:11]([C:14]2[N:15]([CH3:24])[C:16](=[O:23])[C:17]([C:29]3[CH:30]=[CH:31][C:32]([O:33][CH3:34])=[C:27]([F:26])[CH:28]=3)=[C:18]([C:20]#[N:21])[N:19]=2)[CH2:10][CH2:9]1)([CH3:4])([CH3:3])[CH3:2]. The yield is 0.450. (5) The reactants are C(OC(N1CCCCC1[CH2:14][O:15][C:16]1[CH:25]=[C:24]2[C:19]([C:20]([O:26][C:27]3[CH:28]=[C:29]4[C:33](=[CH:34][CH:35]=3)[NH:32][C:31]([CH3:36])=[CH:30]4)=[N:21][CH:22]=[N:23]2)=[CH:18][CH:17]=1)=O)(C)(C)C.[C:37](O)([C:39](F)(F)F)=O. The catalyst is C(Cl)Cl. The product is [CH3:36][C:31]1[NH:32][C:33]2[C:29]([CH:30]=1)=[CH:28][C:27]([O:26][C:20]1[C:19]3[C:24](=[CH:25][C:16]([O:15][CH2:14][CH:39]4[CH2:37][CH2:22][NH:21][CH2:20][CH2:19]4)=[CH:17][CH:18]=3)[N:23]=[CH:22][N:21]=1)=[CH:35][CH:34]=2. The yield is 0.670.